Dataset: Catalyst prediction with 721,799 reactions and 888 catalyst types from USPTO. Task: Predict which catalyst facilitates the given reaction. (1) Reactant: C(=O)([O-])[O-].[K+].[K+].[CH3:7][O:8][C:9]([C:11]1[C:19]2[C:14](=[CH:15][CH:16]=[CH:17][CH:18]=2)[NH:13][CH:12]=1)=[O:10].Cl[C:21]1[C:30]2[C:25](=[CH:26][CH:27]=[CH:28][CH:29]=2)[CH:24]=[CH:23][N:22]=1. Product: [CH3:7][O:8][C:9]([C:11]1[C:19]2[C:14](=[CH:15][CH:16]=[CH:17][CH:18]=2)[N:13]([C:21]2[C:30]3[C:25](=[CH:26][CH:27]=[CH:28][CH:29]=3)[CH:24]=[CH:23][N:22]=2)[CH:12]=1)=[O:10]. The catalyst class is: 148. (2) Reactant: [Cl:1][C:2]1[CH:7]=[CH:6][C:5]([C:8]2[CH:9]=[CH:10][C:11]([C:14](=O)[CH2:15][CH2:16][C:17]([F:20])([F:19])[F:18])=[N:12][CH:13]=2)=[CH:4][CH:3]=1.Cl.[CH3:23][O:24][NH2:25].N1C=CC=CC=1. Product: [Cl:1][C:2]1[CH:7]=[CH:6][C:5]([C:8]2[CH:9]=[CH:10][C:11]([C:14](=[N:25][O:24][CH3:23])[CH2:15][CH2:16][C:17]([F:20])([F:19])[F:18])=[N:12][CH:13]=2)=[CH:4][CH:3]=1. The catalyst class is: 6. (3) Reactant: [F:1][C:2]1[C:15]2[O:14][C:13]3[C:8](=[CH:9][C:10]([NH2:16])=[CH:11][CH:12]=3)[C@@:7]3([CH2:21][CH2:20][O:19][C:18]([NH2:22])=[N:17]3)[C:6]=2[CH:5]=[C:4]([O:23][CH3:24])[CH:3]=1.[Cl:25][C:26]1[CH:27]=[CH:28][C:29]([C:32](O)=[O:33])=[N:30][CH:31]=1.C(N(CC)CC)C.CCCP1(OP(CCC)(=O)OP(CCC)(=O)O1)=O. Product: [NH2:22][C:18]1[O:19][CH2:20][CH2:21][C@@:7]2([N:17]=1)[C:6]1[CH:5]=[C:4]([O:23][CH3:24])[CH:3]=[C:2]([F:1])[C:15]=1[O:14][C:13]1[C:8]2=[CH:9][C:10]([NH:16][C:32](=[O:33])[C:29]2[CH:28]=[CH:27][C:26]([Cl:25])=[CH:31][N:30]=2)=[CH:11][CH:12]=1. The catalyst class is: 13.